Dataset: Full USPTO retrosynthesis dataset with 1.9M reactions from patents (1976-2016). Task: Predict the reactants needed to synthesize the given product. (1) Given the product [C:1]([O:5][C:6]([NH:8][C@@H:9]([CH2:17][C:18]1[CH:23]=[CH:22][C:21]([O:24][S:25]([C:28]([F:31])([F:30])[F:29])(=[O:27])=[O:26])=[CH:20][CH:19]=1)[C:10]([O:12][C:13]([CH3:16])([CH3:15])[CH3:14])=[O:11])=[O:7])([CH3:2])([CH3:3])[CH3:4], predict the reactants needed to synthesize it. The reactants are: [C:1]([O:5][C:6]([NH:8][CH:9]([CH2:17][C:18]1[CH:23]=[CH:22][C:21]([OH:24])=[CH:20][CH:19]=1)[C:10]([O:12][C:13]([CH3:16])([CH3:15])[CH3:14])=[O:11])=[O:7])([CH3:4])([CH3:3])[CH3:2].[S:25](O[S:25]([C:28]([F:31])([F:30])[F:29])(=[O:27])=[O:26])([C:28]([F:31])([F:30])[F:29])(=[O:27])=[O:26].O. (2) The reactants are: [CH3:1][O:2][C:3]1[CH:8]=[CH:7][C:6]([CH2:9][CH:10]([C:12]2([CH3:15])[CH2:14][CH2:13]2)[NH2:11])=[CH:5][C:4]=1[O:16][CH2:17][CH2:18][CH2:19][O:20][CH3:21].[CH:22](O)=[O:23]. Given the product [CH3:1][O:2][C:3]1[CH:8]=[CH:7][C:6]([CH2:9][CH:10]([NH:11][CH:22]=[O:23])[C:12]2([CH3:15])[CH2:13][CH2:14]2)=[CH:5][C:4]=1[O:16][CH2:17][CH2:18][CH2:19][O:20][CH3:21], predict the reactants needed to synthesize it. (3) Given the product [Cl:1][C:2]1[CH:7]=[C:6]([C:40]#[C:39][Si:36]([CH3:38])([CH3:37])[CH3:35])[CH:5]=[CH:4][N:3]=1, predict the reactants needed to synthesize it. The reactants are: [Cl:1][C:2]1[CH:7]=[C:6](I)[CH:5]=[CH:4][N:3]=1.C(N(CC)CC)C.C1(P(C2C=CC=CC=2)C2C=CC=CC=2)C=CC=CC=1.[CH3:35][Si:36]([C:39]#[CH:40])([CH3:38])[CH3:37]. (4) Given the product [N+:9]([C:12]1[CH:13]=[C:14]([C:15]2[O:16][C:2]3[C:7]([N:8]=2)=[CH:6][CH:5]=[CH:4][N:3]=3)[CH:18]=[CH:19][CH:20]=1)([O-:11])=[O:10], predict the reactants needed to synthesize it. The reactants are: Cl[C:2]1[C:7]([NH2:8])=[CH:6][CH:5]=[CH:4][N:3]=1.[N+:9]([C:12]1[CH:13]=[C:14]([CH:18]=[CH:19][CH:20]=1)[C:15](Cl)=[O:16])([O-:11])=[O:10].C(O)(=O)C.